From a dataset of Reaction yield outcomes from USPTO patents with 853,638 reactions. Predict the reaction yield, written as a fraction of the theoretical maximum amount of product (1.0 means a 100% yield; for example, 0.34 means a 34% yield). (1) The reactants are [Br:1][C:2]1[CH:3]=[C:4](I)[C:5]([O:8][CH3:9])=[N:6][CH:7]=1.[CH3:11][S:12]([NH2:15])(=[O:14])=[O:13].C(=O)([O-])[O-].[Cs+].[Cs+].O. The catalyst is [Cu]I.CN(C=O)C. The product is [Br:1][C:2]1[CH:3]=[C:4]([NH:15][S:12]([CH3:11])(=[O:14])=[O:13])[C:5]([O:8][CH3:9])=[N:6][CH:7]=1. The yield is 0.590. (2) The reactants are [Br:1][C:2]1[N:7]=[C:6]([C:8]([OH:10])=O)[CH:5]=[CH:4][CH:3]=1.C1N=CN(C(N2C=NC=C2)=O)C=1.Cl.[NH2:24][CH2:25][C:26]1[CH:34]=[CH:33][CH:32]=[C:31]2[C:27]=1[C:28](=[O:44])[N:29]([CH:36]1[CH2:41][CH2:40][C:39](=[O:42])[NH:38][C:37]1=[O:43])[C:30]2=[O:35].C(N(CC)CC)C. The catalyst is CN(C=O)C. The product is [O:43]=[C:37]1[CH:36]([N:29]2[C:28](=[O:44])[C:27]3[C:31](=[CH:32][CH:33]=[CH:34][C:26]=3[CH2:25][NH:24][C:8]([C:6]3[CH:5]=[CH:4][CH:3]=[C:2]([Br:1])[N:7]=3)=[O:10])[C:30]2=[O:35])[CH2:41][CH2:40][C:39](=[O:42])[NH:38]1. The yield is 0.530. (3) The reactants are [F:1][C:2]([F:7])([F:6])[C:3]([OH:5])=[O:4].[F:8][C:9]([F:14])([F:13])[C:10]([OH:12])=[O:11].FC(F)(F)C(O)=O.[Cl:22][C:23]1[CH:24]=[N:25][C:26]2[NH:27][C:28]3[CH:29]=[N:30][CH:31]=[C:32]([CH:54]=3)[CH2:33][CH2:34][C:35]3[CH:43]=[C:39]([NH:40][C:41]=1[N:42]=2)[CH:38]=[CH:37][C:36]=3[NH:44][C:45](=[O:53])[CH2:46][CH:47]1[CH2:52][CH2:51][NH:50][CH2:49][CH2:48]1.[CH3:55][N:56]1[CH:60]=[C:59]([S:61](Cl)(=[O:63])=[O:62])[N:58]=[CH:57]1. No catalyst specified. The product is [F:1][C:2]([F:7])([F:6])[C:3]([OH:5])=[O:4].[F:8][C:9]([F:14])([F:13])[C:10]([OH:12])=[O:11].[Cl:22][C:23]1[CH:24]=[N:25][C:26]2[NH:27][C:28]3[CH:29]=[N:30][CH:31]=[C:32]([CH:54]=3)[CH2:33][CH2:34][C:35]3[CH:43]=[C:39]([NH:40][C:41]=1[N:42]=2)[CH:38]=[CH:37][C:36]=3[NH:44][C:45](=[O:53])[CH2:46][CH:47]1[CH2:52][CH2:51][N:50]([S:61]([C:59]2[N:58]=[CH:57][N:56]([CH3:55])[CH:60]=2)(=[O:63])=[O:62])[CH2:49][CH2:48]1. The yield is 0.170.